Predict the reactants needed to synthesize the given product. From a dataset of Full USPTO retrosynthesis dataset with 1.9M reactions from patents (1976-2016). (1) Given the product [S:31]1[C:27]2[CH:26]=[CH:25][CH:24]=[C:23]([O:22][C:19]3[CH:20]=[CH:21][C:16]([NH:15][C:13]4[C:14]5[N:6]([CH2:5][CH2:4][NH:3][C:39](=[O:40])[CH2:38][NH:37][C:33]([CH3:36])([CH3:35])[CH3:34])[CH:7]=[CH:8][C:9]=5[N:10]=[CH:11][N:12]=4)=[CH:17][C:18]=3[Cl:32])[C:28]=2[CH:29]=[N:30]1, predict the reactants needed to synthesize it. The reactants are: Cl.Cl.[NH2:3][CH2:4][CH2:5][N:6]1[C:14]2[C:13]([NH:15][C:16]3[CH:21]=[CH:20][C:19]([O:22][C:23]4[C:28]5[CH:29]=[N:30][S:31][C:27]=5[CH:26]=[CH:25][CH:24]=4)=[C:18]([Cl:32])[CH:17]=3)=[N:12][CH:11]=[N:10][C:9]=2[CH:8]=[CH:7]1.[C:33]([NH:37][CH2:38][C:39](O)=[O:40])([CH3:36])([CH3:35])[CH3:34].ON1C2C=CC=CC=2N=N1.Cl.C(N=C=NCCCN(C)C)C. (2) Given the product [CH3:24][C:23]1[NH:30][C:3]2[CH2:4][CH2:5][S:1](=[O:8])(=[O:7])[C:2]=2[CH:19]([C:16]2[CH:17]=[C:18]3[C:13](=[CH:14][CH:15]=2)[NH:12][N:11]=[C:10]3[CH3:9])[C:20]=1[C:21]#[N:22], predict the reactants needed to synthesize it. The reactants are: [S:1]1(=[O:8])(=[O:7])[CH2:5][CH2:4][C:3](=O)[CH2:2]1.[CH3:9][C:10]1[C:18]2[C:13](=[CH:14][CH:15]=[C:16](/[CH:19]=[C:20](/[C:23](=O)[CH3:24])\[C:21]#[N:22])[CH:17]=2)[NH:12][N:11]=1.C([O-])(=O)C.[NH4+:30].